Dataset: Full USPTO retrosynthesis dataset with 1.9M reactions from patents (1976-2016). Task: Predict the reactants needed to synthesize the given product. (1) Given the product [Cl:18][C:19]1[CH:24]=[C:23]([C:10]2[CH:11]=[CH:12][C:13]([Cl:14])=[C:8]([Cl:7])[CH:9]=2)[N:22]=[CH:21][N:20]=1, predict the reactants needed to synthesize it. The reactants are: C(=O)([O-])[O-].[K+].[K+].[Cl:7][C:8]1[CH:9]=[C:10](B(O)O)[CH:11]=[CH:12][C:13]=1[Cl:14].[Cl:18][C:19]1[CH:24]=[C:23](Cl)[N:22]=[CH:21][N:20]=1. (2) Given the product [CH3:1][O:2][NH:10][CH2:9][C:14]1[CH:18]=[CH:17][C:16]2[C:16](=[CH:17][CH:18]=[CH:14][CH:15]=2)[CH:15]=1, predict the reactants needed to synthesize it. The reactants are: [CH3:1][O:2]N.Cl.C(Cl)Cl.[BH3-][C:9]#[N:10].[Na+].Cl.N1[CH:18]=[CH:17][CH:16]=[CH:15][CH:14]=1. (3) Given the product [CH:14]([O:16][N:42]1[C:43](=[O:44])[C:38]2[C:39](=[CH:45][CH:46]=[CH:47][CH:37]=2)[C:40]1=[O:41])([CH3:15])[CH3:13], predict the reactants needed to synthesize it. The reactants are: N(C(OCC)=O)=NC(OCC)=O.[CH3:13][CH:14]([OH:16])[CH3:15].C1(P(C2C=CC=CC=2)C2C=CC=CC=2)C=CC=CC=1.O[C:37]1[CH:47]=[CH:46][CH:45]=[C:39]2[C:40]([NH:42][C:43](=[O:44])[C:38]=12)=[O:41]. (4) Given the product [CH3:1][CH:2]1[O:7][CH2:6][CH2:5][N:4]([C:8]2[N:16]=[C:15]3[C:11]([N:12]=[CH:13][N:14]3[C:17]3[N:59]=[CH:55][S:56][CH:22]=3)=[C:10]([NH:23][C:24]3[CH:29]=[CH:28][C:27]([C:30](=[O:32])[CH3:31])=[CH:26][CH:25]=3)[N:9]=2)[CH2:3]1, predict the reactants needed to synthesize it. The reactants are: [CH3:1][CH:2]1[O:7][CH2:6][CH2:5][N:4]([C:8]2[N:16]=[C:15]3[C:11]([N:12]=[CH:13][N:14]3[CH:17]3[CH2:22]CCCO3)=[C:10]([NH:23][C:24]3[CH:29]=[CH:28][C:27]([C:30](=[O:32])[CH3:31])=[CH:26][CH:25]=3)[N:9]=2)[CH2:3]1.C(O)(C(F)(F)F)=O.P([O-])([O-])([O-])=O.[K+].[K+].[K+].CNCCNC.I[C:55]1[S:56]C=C[N:59]=1. (5) Given the product [CH3:17][C:13]1[N:12]=[C:11]([C:9]2[CH:8]=[CH:7][NH:6][C:5](=[O:18])[N:10]=2)[CH:16]=[CH:15][CH:14]=1, predict the reactants needed to synthesize it. The reactants are: CS([C:5]1[N:10]=[C:9]([C:11]2[CH:16]=[CH:15][CH:14]=[C:13]([CH3:17])[N:12]=2)[CH:8]=[CH:7][N:6]=1)(=O)=O.[O:18]1CCOCC1. (6) Given the product [NH3:10].[CH2:40]([O:39][C:36]1[CH:37]=[CH:38][C:33]([CH2:32][CH2:31][O:1][C:2]2[CH:3]=[CH:4][C:5]([CH2:8][CH2:9][NH:10][C:11](=[O:17])[O:12][C:13]([CH3:14])([CH3:16])[CH3:15])=[CH:6][CH:7]=2)=[CH:34][C:35]=1[C@@H:47]([C:57]1[CH:58]=[CH:59][CH:60]=[CH:61][CH:62]=1)[CH2:48][CH2:49][N:50]([CH:54]([CH3:55])[CH3:56])[CH:51]([CH3:53])[CH3:52])[C:41]1[CH:42]=[CH:43][CH:44]=[CH:45][CH:46]=1, predict the reactants needed to synthesize it. The reactants are: [OH:1][C:2]1[CH:7]=[CH:6][C:5]([CH2:8][CH2:9][NH:10][C:11](=[O:17])[O:12][C:13]([CH3:16])([CH3:15])[CH3:14])=[CH:4][CH:3]=1.C(=O)([O-])[O-].[K+].[K+].[I-].[K+].CS(O[CH2:31][CH2:32][C:33]1[CH:38]=[CH:37][C:36]([O:39][CH2:40][C:41]2[CH:46]=[CH:45][CH:44]=[CH:43][CH:42]=2)=[C:35]([C@@H:47]([C:57]2[CH:62]=[CH:61][CH:60]=[CH:59][CH:58]=2)[CH2:48][CH2:49][N:50]([CH:54]([CH3:56])[CH3:55])[CH:51]([CH3:53])[CH3:52])[CH:34]=1)(=O)=O. (7) Given the product [CH2:29]([O:15][C:14](=[O:16])[C@H:12]([CH3:13])[NH:11][C:5]1[CH:6]=[C:7]([O:9][CH3:10])[CH:8]=[C:3]([O:2][CH3:1])[CH:4]=1)[CH:24]([CH3:23])[CH3:25], predict the reactants needed to synthesize it. The reactants are: [CH3:1][O:2][C:3]1[CH:4]=[C:5]([NH:11][C@H:12]([C:14]([OH:16])=[O:15])[CH3:13])[CH:6]=[C:7]([O:9][CH3:10])[CH:8]=1.COC1C=C([CH:23]=[C:24](OC)[CH:25]=1)N.Cl[CH:29](C)C(O)=O.Cl[Si](C)(C)C. (8) Given the product [NH2:1][C:2]1[CH:3]=[CH:4][C:5]([F:12])=[C:6]([CH2:8][C:9]([O:11][CH2:24][CH3:25])=[O:10])[CH:7]=1, predict the reactants needed to synthesize it. The reactants are: [NH2:1][C:2]1[CH:3]=[CH:4][C:5]([F:12])=[C:6]([CH2:8][C:9]([OH:11])=[O:10])[CH:7]=1.S(=O)(=O)(O)O.C([O-])([O-])=O.[Na+].[Na+].[CH2:24](O)[CH3:25]. (9) Given the product [Cl:1][C:2]1[C:3](=[O:23])[N:4]([CH2:19][C@@H:20]([OH:21])[CH2:22][NH:31][CH2:30][C:27]2[CH:28]=[CH:29][N:24]=[CH:25][CH:26]=2)[N:5]=[CH:6][C:7]=1[NH:8][C@@H:9]1[CH2:14][C@@H:13]2[CH2:15][C@@H:11]([C:12]2([CH3:17])[CH3:16])[C@H:10]1[CH3:18], predict the reactants needed to synthesize it. The reactants are: [Cl:1][C:2]1[C:3](=[O:23])[N:4]([CH2:19][C@@H:20]2[CH2:22][O:21]2)[N:5]=[CH:6][C:7]=1[NH:8][C@@H:9]1[CH2:14][C@@H:13]2[CH2:15][C@@H:11]([C:12]2([CH3:17])[CH3:16])[C@H:10]1[CH3:18].[N:24]1[CH:29]=[CH:28][C:27]([CH2:30][NH2:31])=[CH:26][CH:25]=1. (10) The reactants are: [Br:1][C:2]1[C:7](N)=[C:6]([Br:9])[C:5]([CH3:10])=[C:4]([C:11]2[CH:16]=[CH:15][C:14]([F:17])=[CH:13][C:12]=2[F:18])[N:3]=1.C(ON=O)(C)(C)C. Given the product [Br:9][C:6]1[CH:7]=[C:2]([Br:1])[N:3]=[C:4]([C:11]2[CH:16]=[CH:15][C:14]([F:17])=[CH:13][C:12]=2[F:18])[C:5]=1[CH3:10], predict the reactants needed to synthesize it.